Dataset: Reaction yield outcomes from USPTO patents with 853,638 reactions. Task: Predict the reaction yield, written as a fraction of the theoretical maximum amount of product (1.0 means a 100% yield; for example, 0.34 means a 34% yield). (1) The reactants are [Br:1][C:2]1[C:3]([F:23])=[C:4]2[C:12](=[C:13]([C:15](O)=[O:16])[CH:14]=1)[NH:11][CH:10]1[CH:5]2[CH2:6][CH2:7][CH:8]([C:18]([O:20][CH2:21][CH3:22])=[O:19])[CH2:9]1.C(Cl)CCl.C1C=CC2N(O)N=[N:34]C=2C=1.[OH-].[NH4+]. The catalyst is C1COCC1.C(Cl)Cl. The product is [Br:1][C:2]1[C:3]([F:23])=[C:4]2[C:12](=[C:13]([C:15](=[O:16])[NH2:34])[CH:14]=1)[NH:11][C:10]1[CH2:9][CH:8]([C:18]([O:20][CH2:21][CH3:22])=[O:19])[CH2:7][CH2:6][C:5]2=1. The yield is 0.910. (2) The reactants are [C:1]([CH:5]1[CH2:13][C:12]2[C:7](=[CH:8][CH:9]=[CH:10][CH:11]=2)[NH:6]1)([CH3:4])([CH3:3])[CH3:2].[N+:14]([O-])([O-:16])=[O:15].[K+].C([O-])([O-])=O.[Na+].[Na+]. The catalyst is OS(O)(=O)=O. The product is [C:1]([CH:5]1[CH2:13][C:12]2[C:7](=[CH:8][C:9]([N+:14]([O-:16])=[O:15])=[CH:10][CH:11]=2)[NH:6]1)([CH3:4])([CH3:2])[CH3:3]. The yield is 0.310. (3) The reactants are [F:1][C:2]([F:17])([F:16])[C:3]1[CH:12]=[C:11]2[C:6]([CH:7]=[CH:8][C:9]([C:13]([OH:15])=O)=[CH:10]2)=[CH:5][CH:4]=1.Cl.[NH2:19][C@@H:20]([C:22]1[C:27](F)=[CH:26][C:25]([NH:29][S:30]([CH3:33])(=[O:32])=[O:31])=[C:24]([CH3:34])[CH:23]=1)[CH3:21].CN(C(ON1N=NC2C=CC=CC1=2)=[N+](C)C)C.F[P-](F)(F)(F)(F)F.C(N(CC)CC)C. The catalyst is CN(C)C=O. The product is [CH3:34][C:24]1[CH:23]=[C:22]([C@H:20]([NH:19][C:13]([C:9]2[CH:8]=[CH:7][C:6]3[C:11](=[CH:12][C:3]([C:2]([F:1])([F:17])[F:16])=[CH:4][CH:5]=3)[CH:10]=2)=[O:15])[CH3:21])[CH:27]=[CH:26][C:25]=1[NH:29][S:30]([CH3:33])(=[O:32])=[O:31]. The yield is 0.700. (4) The yield is 0.549. The reactants are [CH:1]1([N:4]([CH:31]2[CH2:33][CH2:32]2)[C:5]([C:7]2[N:28]([CH2:29][CH3:30])[C:10]3=[N:11][C:12]([NH:19][C:20]4[CH:24]=[C:23]([CH:25]=O)[N:22]([CH3:27])[N:21]=4)=[C:13]4[N:17]=[CH:16][N:15]([CH3:18])[C:14]4=[C:9]3[CH:8]=2)=[O:6])[CH2:3][CH2:2]1.[NH:34]1[CH2:39][CH2:38][O:37][CH2:36][CH2:35]1.[BH4-].[Na+].Cl.C(=O)(O)[O-].[Na+]. The product is [CH:1]1([N:4]([CH:31]2[CH2:33][CH2:32]2)[C:5]([C:7]2[N:28]([CH2:29][CH3:30])[C:10]3=[N:11][C:12]([NH:19][C:20]4[CH:24]=[C:23]([CH2:25][N:34]5[CH2:39][CH2:38][O:37][CH2:36][CH2:35]5)[N:22]([CH3:27])[N:21]=4)=[C:13]4[N:17]=[CH:16][N:15]([CH3:18])[C:14]4=[C:9]3[CH:8]=2)=[O:6])[CH2:3][CH2:2]1. The catalyst is CO. (5) The product is [CH2:14]([C@H:21]1[CH2:25][N:24]([C:6](=[O:8])[CH2:5][CH2:4][C:3](=[O:2])[C:9]2[S:10][CH:11]=[CH:12][CH:13]=2)[C@H:23]([C:26]([NH:28][C:29]2[CH:34]=[CH:33][C:32]([O:35][C:36]3[CH:37]=[CH:38][C:39]([F:42])=[CH:40][CH:41]=3)=[CH:31][CH:30]=2)=[O:27])[CH2:22]1)[C:15]1[CH:16]=[CH:17][CH:18]=[CH:19][CH:20]=1. The yield is 0.323. The reactants are Cl.[O:2]=[C:3]([C:9]1[S:10][CH:11]=[CH:12][CH:13]=1)[CH2:4][CH2:5][C:6]([OH:8])=O.[CH2:14]([C@H:21]1[CH2:25][NH:24][C@H:23]([C:26]([NH:28][C:29]2[CH:34]=[CH:33][C:32]([O:35][C:36]3[CH:41]=[CH:40][C:39]([F:42])=[CH:38][CH:37]=3)=[CH:31][CH:30]=2)=[O:27])[CH2:22]1)[C:15]1[CH:20]=[CH:19][CH:18]=[CH:17][CH:16]=1. No catalyst specified. (6) The reactants are [Br:1][C:2]1[CH:9]=[C:6]([CH:7]=O)[C:5]([OH:10])=[CH:4][CH:3]=1.[Cl:11][C:12]1[CH:13]=[C:14]([CH:16]=[C:17]([Cl:19])[CH:18]=1)[NH2:15]. The catalyst is C(O)C. The product is [Cl:11][C:12]1[CH:13]=[C:14]([CH:16]=[C:17]([Cl:19])[CH:18]=1)[N:15]=[CH:7][C:6]1[CH:9]=[C:2]([Br:1])[CH:3]=[CH:4][C:5]=1[OH:10]. The yield is 0.882. (7) The reactants are [CH3:1][N:2]1[C:7](=[O:8])[C:6]([NH:9][C:10]2[CH:15]=[CH:14][C:13]([N:16]3[CH2:21][CH2:20][N:19]([CH:22]4[CH2:25][O:24][CH2:23]4)[CH2:18][C@H:17]3[CH3:26])=[CH:12][N:11]=2)=[CH:5][C:4]([C:27]2[C:32]([CH:33]=[O:34])=[C:31]([N:35]3[CH:47]=[CH:46][N:38]4[C:39]5[CH2:40][CH2:41][CH2:42][CH2:43][C:44]=5[CH:45]=[C:37]4[C:36]3=[O:48])[N:30]=[CH:29][CH:28]=2)=[CH:3]1.[BH4-].[Na+]. The catalyst is CO. The product is [OH:34][CH2:33][C:32]1[C:31]([N:35]2[CH:47]=[CH:46][N:38]3[C:39]4[CH2:40][CH2:41][CH2:42][CH2:43][C:44]=4[CH:45]=[C:37]3[C:36]2=[O:48])=[N:30][CH:29]=[CH:28][C:27]=1[C:4]1[CH:5]=[C:6]([NH:9][C:10]2[CH:15]=[CH:14][C:13]([N:16]3[CH2:21][CH2:20][N:19]([CH:22]4[CH2:25][O:24][CH2:23]4)[CH2:18][C@H:17]3[CH3:26])=[CH:12][N:11]=2)[C:7](=[O:8])[N:2]([CH3:1])[CH:3]=1. The yield is 0.390. (8) The reactants are [NH2:1][CH:2]1[CH2:7][CH2:6][O:5][CH2:4][CH2:3]1.CC(C)([O-])C.[Na+].Br[C:15]1[CH:22]=[C:21]([N:23]2[C:31]3[CH2:30][C:29]([CH3:33])([CH3:32])[CH2:28][C:27](=[O:34])[C:26]=3[C:25]([C:35]([F:38])([F:37])[F:36])=[N:24]2)[CH:20]=[CH:19][C:16]=1[C:17]#[N:18]. The catalyst is C1(C)C=CC=CC=1.O.C(OCC)(=O)C.C([O-])(=O)C.[Pd+2].C([O-])(=O)C.C1C=CC(P(C2C=CC=CC=2)[C-]2C=CC=C2)=CC=1.C1C=CC(P(C2C=CC=CC=2)[C-]2C=CC=C2)=CC=1.[Fe+2]. The product is [CH3:32][C:29]1([CH3:33])[CH2:30][C:31]2[N:23]([C:21]3[CH:20]=[CH:19][C:16]([C:17]#[N:18])=[C:15]([NH:1][CH:2]4[CH2:7][CH2:6][O:5][CH2:4][CH2:3]4)[CH:22]=3)[N:24]=[C:25]([C:35]([F:37])([F:38])[F:36])[C:26]=2[C:27](=[O:34])[CH2:28]1. The yield is 0.490. (9) The reactants are C1C(=O)N([Br:8])C(=O)C1.[CH2:9]([O:12][C:13]1[CH:18]=[CH:17][C:16]([C:19]2[CH:23]=[C:22]([CH2:24][C:25]([O:27][C:28]([CH3:31])([CH3:30])[CH3:29])=[O:26])[O:21][N:20]=2)=[C:15]([C:32]([F:35])([F:34])[F:33])[CH:14]=1)[CH2:10][CH3:11].BrC(C1ON=C(C2C=CC(OCCC)=CC=2C(F)(F)F)C=1)C(OCC)=O. No catalyst specified. The product is [Br:8][CH:24]([C:22]1[O:21][N:20]=[C:19]([C:16]2[CH:17]=[CH:18][C:13]([O:12][CH2:9][CH2:10][CH3:11])=[CH:14][C:15]=2[C:32]([F:34])([F:35])[F:33])[CH:23]=1)[C:25]([O:27][C:28]([CH3:29])([CH3:30])[CH3:31])=[O:26]. The yield is 0.350.